This data is from Full USPTO retrosynthesis dataset with 1.9M reactions from patents (1976-2016). The task is: Predict the reactants needed to synthesize the given product. (1) The reactants are: [Cl:1][C:2]1[CH:3]=[CH:4][C:5]([N+:9]([O-:11])=[O:10])=[C:6]([NH2:8])[CH:7]=1.[CH3:12][C:13](=O)[CH2:14][CH2:15][C:16](=O)[CH3:17].C1(C)C=CC=CC=1. Given the product [Cl:1][C:2]1[CH:3]=[CH:4][C:5]([N+:9]([O-:11])=[O:10])=[C:6]([N:8]2[C:16]([CH3:17])=[CH:15][CH:14]=[C:13]2[CH3:12])[CH:7]=1, predict the reactants needed to synthesize it. (2) Given the product [C@@H:58]1([N:57]2[C:56]3[N:66]=[CH:67][N:68]=[C:70]([NH2:1])[C:55]=3[N:54]=[CH:53]2)[O:62][C@H:61]([CH2:63][OH:64])[C@@H:60]([OH:65])[C@H:59]1[OH:28].[CH3:30][N:31]1[C:37](=[O:38])[N:36]([CH3:39])[C:34](=[O:35])[C:33]2[NH:40][C:41]([C:43]3[CH:44]=[CH:45][C:46]([S:49]([OH:52])(=[O:50])=[O:51])=[CH:47][CH:48]=3)=[N:42][C:32]1=2, predict the reactants needed to synthesize it. The reactants are: [NH:1]1C(=O)CC(=O)NC1=S.S([O-])(OCCCCCCCCCCCC)(=O)=O.[Na+].[OH-:28].[Na+].[CH3:30][N:31]1[C:37](=[O:38])[N:36]([CH3:39])[C:34](=[O:35])[C:33]2[NH:40][C:41]([C:43]3[CH:48]=[CH:47][C:46]([S:49]([OH:52])(=[O:51])=[O:50])=[CH:45][CH:44]=3)=[N:42][C:32]1=2.[CH:53]1[N:57]([C@@H:58]2[O:62][C@H:61]([CH2:63][OH:64])[C@@H:60]([OH:65])[CH2:59]2)[C:56]2[N:66]=[CH:67][NH:68]C[C@@H:70](O)[C:55]=2[N:54]=1. (3) Given the product [NH2:36][C:9]1[C:8]2[N:17]=[C:5]([CH2:4][O:3][CH2:1][CH3:2])[N:6]([CH2:18][CH2:19][CH2:20][C:21]([NH2:23])=[O:22])[C:7]=2[C:16]2[CH:15]=[CH:14][CH:13]=[CH:12][C:11]=2[N:10]=1, predict the reactants needed to synthesize it. The reactants are: [CH2:1]([O:3][CH2:4][C:5]1[N:6]([CH2:18][CH2:19][CH2:20][C:21]([NH2:23])=[O:22])[C:7]2[C:16]3[CH:15]=[CH:14][CH:13]=[CH:12][C:11]=3[N:10]=[CH:9][C:8]=2[N:17]=1)[CH3:2].C1C=C(Cl)C=C(C(OO)=O)C=1.[OH-].[NH4+:36].C1(C)C=CC(S(Cl)(=O)=O)=CC=1. (4) The reactants are: [C:1]([Si:5]([CH3:34])([CH3:33])[O:6][CH2:7][CH2:8][NH:9][C:10]1[CH:15]=[CH:14][C:13]([NH:16][C:17]([C:19]2[C:20]([NH:24][C:25]([C:27]3[S:28][C:29]([Cl:32])=[CH:30][CH:31]=3)=[O:26])=[CH:21][S:22][CH:23]=2)=[O:18])=[CH:12][CH:11]=1)([CH3:4])([CH3:3])[CH3:2].[N:35]#[C:36]Br.C(=O)(O)[O-].[Na+]. Given the product [Si:5]([O:6][CH2:7][CH2:8][N:9]([C:36]#[N:35])[C:10]1[CH:11]=[CH:12][C:13]([NH:16][C:17]([C:19]2[C:20]([NH:24][C:25]([C:27]3[S:28][C:29]([Cl:32])=[CH:30][CH:31]=3)=[O:26])=[CH:21][S:22][CH:23]=2)=[O:18])=[CH:14][CH:15]=1)([C:1]([CH3:4])([CH3:3])[CH3:2])([CH3:34])[CH3:33], predict the reactants needed to synthesize it. (5) Given the product [O:38]1[CH:42]=[CH:41][CH:40]=[C:39]1[CH2:43][NH:44][C:5]1[S:9][C:8]([C:10]2[CH:11]=[C:12]3[C:17](=[CH:18][CH:19]=2)[CH:16]=[N:15][CH:14]=[CH:13]3)=[N:7][N:6]=1, predict the reactants needed to synthesize it. The reactants are: CS([C:5]1[S:9][C:8]([C:10]2[CH:11]=[C:12]3[C:17](=[CH:18][CH:19]=2)[CH:16]=[N:15][CH:14]=[CH:13]3)=[N:7][N:6]=1)(=O)=O.CS(C1SC(C2C=C3C(=CC=2)C=NC=C3)=NN=1)=O.[O:38]1[CH:42]=[CH:41][CH:40]=[C:39]1[CH2:43][NH2:44].